Dataset: Forward reaction prediction with 1.9M reactions from USPTO patents (1976-2016). Task: Predict the product of the given reaction. (1) Given the reactants ClC1C=C(NC2C=CC(F)=CC=2F)C=CC=1C(C1C=C(C2N=NN(CCO)C=2)C=CC=1C)=O.[Cl:34][C:35]1[CH:40]=[C:39]([NH:41][C:42]2[CH:47]=[CH:46][C:45]([F:48])=[CH:44][C:43]=2[F:49])[CH:38]=[CH:37][C:36]=1[C:50]([C:52]1[CH:57]=[C:56]([C:58]2[N:59]=[N:60][N:61]([CH2:63][CH2:64][CH2:65][O:66]C3CCCCO3)[CH:62]=2)[CH:55]=[CH:54][C:53]=1[CH3:73])=[O:51], predict the reaction product. The product is: [Cl:34][C:35]1[CH:40]=[C:39]([NH:41][C:42]2[CH:47]=[CH:46][C:45]([F:48])=[CH:44][C:43]=2[F:49])[CH:38]=[CH:37][C:36]=1[C:50]([C:52]1[CH:57]=[C:56]([C:58]2[N:59]=[N:60][N:61]([CH2:63][CH2:64][CH2:65][OH:66])[CH:62]=2)[CH:55]=[CH:54][C:53]=1[CH3:73])=[O:51]. (2) Given the reactants [NH2:1][C:2]1[C:10]([N+:11]([O-:13])=[O:12])=[CH:9][C:5]([C:6](O)=[O:7])=[CH:4][N:3]=1.S(Cl)([Cl:16])=O, predict the reaction product. The product is: [NH2:1][C:2]1[C:10]([N+:11]([O-:13])=[O:12])=[CH:9][C:5]([C:6]([Cl:16])=[O:7])=[CH:4][N:3]=1. (3) Given the reactants Cl[C:2]1[N:11]=[C:10]([NH:12][CH2:13][CH:14]2[CH2:18][O:17]C(C)(C)[O:15]2)[C:9]2[C:4](=[CH:5][CH:6]=[C:7]([CH3:21])[CH:8]=2)[N:3]=1.C(N(CC)CC)C.[S:29]1(=[O:41])(=[O:40])[C:35]2[CH:36]=[CH:37][CH:38]=[CH:39][C:34]=2[CH2:33][NH:32][CH2:31][CH2:30]1.Cl, predict the reaction product. The product is: [O:41]=[S:29]1(=[O:40])[C:35]2[CH:36]=[CH:37][CH:38]=[CH:39][C:34]=2[CH2:33][N:32]([C:2]2[N:11]=[C:10]([NH:12][CH2:13][CH:14]([OH:15])[CH2:18][OH:17])[C:9]3[C:4](=[CH:5][CH:6]=[C:7]([CH3:21])[CH:8]=3)[N:3]=2)[CH2:31][CH2:30]1. (4) Given the reactants [S:1]1[CH:5]=[CH:4][C:3]2[C:6]([N:10]3[CH2:15][CH2:14][N:13]([CH2:16][CH2:17][CH2:18][CH2:19][O:20][C:21]4[CH:30]=[C:29]5[C:24]([CH:25]=[CH:26][C:27](=[O:31])[NH:28]5)=[CH:23][CH:22]=4)[CH2:12][CH2:11]3)=[CH:7][CH:8]=[CH:9][C:2]1=2.[C:32](=[O:43])([O:36][CH2:37][CH2:38][CH2:39][CH2:40][CH2:41][CH3:42])[O:33][CH2:34]Cl.O, predict the reaction product. The product is: [C:32](=[O:43])([O:36][CH2:37][CH2:38][CH2:39][CH2:40][CH2:41][CH3:42])[O:33][CH2:34][O:31][C:27]1[CH:26]=[CH:25][C:24]2[C:29](=[CH:30][C:21]([O:20][CH2:19][CH2:18][CH2:17][CH2:16][N:13]3[CH2:12][CH2:11][N:10]([C:6]4[C:3]5[CH:4]=[CH:5][S:1][C:2]=5[CH:9]=[CH:8][CH:7]=4)[CH2:15][CH2:14]3)=[CH:22][CH:23]=2)[N:28]=1. (5) Given the reactants C([O:3][C:4](=[O:14])[C@H:5]([CH:11]([CH3:13])[CH3:12])[NH:6][CH2:7][CH:8]([OH:10])[CH3:9])C.C(O)C, predict the reaction product. The product is: [OH:10][CH:8]([CH3:9])[CH2:7][NH:6][C@H:5]([C:4]([OH:14])=[O:3])[CH:11]([CH3:12])[CH3:13]. (6) Given the reactants [CH3:1][CH:2]1[CH2:9][C@H:8]2[C@H:4]([CH2:5][NH:6][C@@H:7]2[CH2:10][NH:11][C:12]([C:14]2[N:21]3[C:17]([S:18][CH:19]=[CH:20]3)=[N:16][C:15]=2[CH3:22])=[O:13])[CH2:3]1.[CH3:23][C:24]1[S:25][C:26]([C:32]2[CH:37]=[CH:36][CH:35]=[CH:34][CH:33]=2)=[C:27]([C:29](O)=[O:30])[N:28]=1, predict the reaction product. The product is: [CH3:1][CH:2]1[CH2:9][C@H:8]2[C@H:4]([CH2:5][N:6]([C:29]([C:27]3[N:28]=[C:24]([CH3:23])[S:25][C:26]=3[C:32]3[CH:33]=[CH:34][CH:35]=[CH:36][CH:37]=3)=[O:30])[C@@H:7]2[CH2:10][NH:11][C:12]([C:14]2[N:21]3[C:17]([S:18][CH:19]=[CH:20]3)=[N:16][C:15]=2[CH3:22])=[O:13])[CH2:3]1. (7) Given the reactants [CH2:1]([O:5][CH2:6][CH2:7][O:8][C:9]1[CH:14]=[CH:13][C:12]([C:15]2[CH:16]=[CH:17][C:18]3[N:24]([CH2:25][CH:26]([CH3:28])[CH3:27])[CH2:23][CH2:22][C:21]([C:29]([NH:31][C:32]4[CH:37]=[CH:36][C:35]([S:38][CH2:39][C:40]5[N:44]([CH2:45][CH:46]([CH3:48])[CH3:47])[CH:43]=[N:42][N:41]=5)=[CH:34][CH:33]=4)=[O:30])=[CH:20][C:19]=3[CH:49]=2)=[CH:11][CH:10]=1)[CH2:2][CH2:3][CH3:4].ClC1C=CC=C(C(OO)=[O:58])C=1.S([O-])([O-])(=O)=S.[Na+].[Na+], predict the reaction product. The product is: [CH2:1]([O:5][CH2:6][CH2:7][O:8][C:9]1[CH:10]=[CH:11][C:12]([C:15]2[CH:16]=[CH:17][C:18]3[N:24]([CH2:25][CH:26]([CH3:27])[CH3:28])[CH2:23][CH2:22][C:21]([C:29]([NH:31][C:32]4[CH:33]=[CH:34][C:35]([S:38]([CH2:39][C:40]5[N:44]([CH2:45][CH:46]([CH3:48])[CH3:47])[CH:43]=[N:42][N:41]=5)=[O:58])=[CH:36][CH:37]=4)=[O:30])=[CH:20][C:19]=3[CH:49]=2)=[CH:13][CH:14]=1)[CH2:2][CH2:3][CH3:4]. (8) The product is: [NH2:1][C:2]1[C:3]([C:4]([C:19]2[CH:20]=[CH:21][C:16]([F:15])=[CH:17][CH:18]=2)=[O:5])=[CH:10][CH:11]=[C:12]([Cl:14])[N:13]=1. Given the reactants [NH2:1][C:2]1[N:13]=[C:12]([Cl:14])[CH:11]=[CH:10][C:3]=1[C:4](N(OC)C)=[O:5].[F:15][C:16]1[CH:21]=[CH:20][C:19](I)=[CH:18][CH:17]=1, predict the reaction product.